From a dataset of Catalyst prediction with 721,799 reactions and 888 catalyst types from USPTO. Predict which catalyst facilitates the given reaction. (1) Reactant: [CH2:1]([O:5][CH2:6][CH2:7][O:8][C:9]1[CH:14]=[CH:13][C:12]([C:15]2[CH:16]=[CH:17][C:18]3[N:24]([CH2:25][CH:26]([CH3:28])[CH3:27])[CH2:23][CH2:22][C:21]([C:29]([NH:31][C:32]4[CH:37]=[CH:36][C:35]([S:38][CH2:39][C:40]5[CH:41]=[N:42][CH:43]=[CH:44][CH:45]=5)=[C:34]([C:46]([F:49])([F:48])[F:47])[CH:33]=4)=[O:30])=[CH:20][C:19]=3[CH:50]=2)=[CH:11][CH:10]=1)[CH2:2][CH2:3][CH3:4].ClC1C=CC=C(C(OO)=[O:59])C=1.S([O-])([O-])(=O)=S.[Na+].[Na+]. Product: [CH2:1]([O:5][CH2:6][CH2:7][O:8][C:9]1[CH:14]=[CH:13][C:12]([C:15]2[CH:16]=[CH:17][C:18]3[N:24]([CH2:25][CH:26]([CH3:27])[CH3:28])[CH2:23][CH2:22][C:21]([C:29]([NH:31][C:32]4[CH:37]=[CH:36][C:35]([S:38]([CH2:39][C:40]5[CH:41]=[N:42][CH:43]=[CH:44][CH:45]=5)=[O:59])=[C:34]([C:46]([F:49])([F:48])[F:47])[CH:33]=4)=[O:30])=[CH:20][C:19]=3[CH:50]=2)=[CH:11][CH:10]=1)[CH2:2][CH2:3][CH3:4]. The catalyst class is: 2. (2) Reactant: C[O:2][C:3]1[C:4]([C:15](=[O:17])[CH3:16])=[CH:5][C:6]2[CH2:7][CH2:8][CH2:9][C:10]([CH3:14])([CH3:13])[C:11]=2[CH:12]=1.B(Br)(Br)Br. Product: [OH:2][C:3]1[C:4]([C:15](=[O:17])[CH3:16])=[CH:5][C:6]2[CH2:7][CH2:8][CH2:9][C:10]([CH3:13])([CH3:14])[C:11]=2[CH:12]=1. The catalyst class is: 4. (3) Reactant: [CH2:1]([C:3]1[N:8]=[C:7]([NH:9][C:10]([C:12]2[C:16]3[N:17]=[C:18](Cl)[N:19]=[CH:20][C:15]=3[S:14][CH:13]=2)=[O:11])[CH:6]=[CH:5][CH:4]=1)[CH3:2].[NH2:22][C@@H:23]1[CH2:28][CH2:27][O:26][CH2:25][C@@H:24]1[NH:29][C:30](=[O:36])[O:31][C:32]([CH3:35])([CH3:34])[CH3:33].CCN(C(C)C)C(C)C. Product: [C:32]([O:31][C:30](=[O:36])[NH:29][C@@H:24]1[C@H:23]([NH:22][C:18]2[N:19]=[CH:20][C:15]3[S:14][CH:13]=[C:12]([C:10](=[O:11])[NH:9][C:7]4[CH:6]=[CH:5][CH:4]=[C:3]([CH2:1][CH3:2])[N:8]=4)[C:16]=3[N:17]=2)[CH2:28][CH2:27][O:26][CH2:25]1)([CH3:35])([CH3:33])[CH3:34]. The catalyst class is: 225.